From a dataset of Forward reaction prediction with 1.9M reactions from USPTO patents (1976-2016). Predict the product of the given reaction. Given the reactants C1(N2C3N=CN=C(N)C=3[C:7]([C:15]3[CH:24]=[C:23]4[C:18]([CH:19]=[N:20][C:21]([C:25]5[CH:30]=[CH:29][CH:28]=[CH:27][CH:26]=5)=[N:22]4)=[CH:17][CH:16]=3)=C2)CCC1.Br[C:32]1[N:33]=[C:34]([CH:42]2[CH2:45][CH2:44][CH2:43]2)[N:35]2[CH:40]=[CH:39][N:38]=[C:37]([NH2:41])[C:36]=12, predict the reaction product. The product is: [CH:42]1([C:34]2[N:35]3[CH:40]=[CH:39][N:38]=[C:37]([NH2:41])[C:36]3=[C:32]([C:15]3[CH:7]=[C:19]4[C:18]([C:17]([CH3:16])=[N:22][C:21]([C:25]5[CH:26]=[CH:27][CH:28]=[CH:29][CH:30]=5)=[N:20]4)=[CH:23][CH:24]=3)[N:33]=2)[CH2:45][CH2:44][CH2:43]1.